This data is from Full USPTO retrosynthesis dataset with 1.9M reactions from patents (1976-2016). The task is: Predict the reactants needed to synthesize the given product. (1) Given the product [CH3:17][O:9][C:8](=[O:10])[C:7]1[CH:11]=[CH:12][C:4]([N+:1]([O-:3])=[O:2])=[C:5]([C:13]([F:14])([F:15])[F:16])[CH:6]=1, predict the reactants needed to synthesize it. The reactants are: [N+:1]([C:4]1[CH:12]=[CH:11][C:7]([C:8]([OH:10])=[O:9])=[CH:6][C:5]=1[C:13]([F:16])([F:15])[F:14])([O-:3])=[O:2].[C:17](=O)(O)[O-].[Na+]. (2) Given the product [CH3:20][C:19]1[NH:21][C:4](=[O:5])[C:6]2[C:10]([C:11]3[CH:12]=[CH:13][CH:14]=[CH:15][CH:16]=3)=[CH:9][S:8][C:7]=2[N:17]=1, predict the reactants needed to synthesize it. The reactants are: C(O[C:4]([C:6]1[C:10]([C:11]2[CH:16]=[CH:15][CH:14]=[CH:13][CH:12]=2)=[CH:9][S:8][C:7]=1[NH2:17])=[O:5])C.Cl.[C:19](N)(=[NH:21])[CH3:20]. (3) Given the product [Cl:13][C:4]1[CH:3]=[C:2]([N:27]=[C:14]([C:15]2[CH:20]=[CH:19][CH:18]=[CH:17][CH:16]=2)[C:21]2[CH:26]=[CH:25][CH:24]=[CH:23][CH:22]=2)[C:10]2[O:9][C:8]([CH3:12])([CH3:11])[CH2:7][C:6]=2[CH:5]=1, predict the reactants needed to synthesize it. The reactants are: Br[C:2]1[C:10]2[O:9][C:8]([CH3:12])([CH3:11])[CH2:7][C:6]=2[CH:5]=[C:4]([Cl:13])[CH:3]=1.[C:14](=[NH:27])([C:21]1[CH:26]=[CH:25][CH:24]=[CH:23][CH:22]=1)[C:15]1[CH:20]=[CH:19][CH:18]=[CH:17][CH:16]=1.C1(P(C2C(P(C3C=CC=CC=3)C3C=CC=CC=3)=C(C3C4C(=CC=CC=4)C=CC=3)C3C(C=2)=CC=CC=3)C2C=CC=CC=2)C=CC=CC=1.CC(C)([O-])C.[Na+]. (4) Given the product [CH3:1][C:2]1([C:17]2[CH:18]=[C:19]([NH:23][S:24]([CH3:27])(=[O:25])=[O:26])[CH:20]=[CH:21][CH:22]=2)[CH:7]2[CH:3]1[CH2:4][N:5]([CH2:8][CH2:9][CH2:10][C:11]1[CH:15]=[CH:14][S:13][CH:12]=1)[CH2:6]2, predict the reactants needed to synthesize it. The reactants are: [CH3:1][C:2]1([C:17]2[CH:18]=[C:19]([NH:23][S:24]([CH3:27])(=[O:26])=[O:25])[CH:20]=[CH:21][CH:22]=2)[CH:7]2[CH:3]1[CH2:4][N:5]([C:8](=O)[CH2:9][CH2:10][C:11]1[CH:15]=[CH:14][S:13][CH:12]=1)[CH2:6]2.[H-].[Al+3].[Li+].[H-].[H-].[H-].O.C(=O)([O-])O.[Na+]. (5) The reactants are: [Cl:1][C:2]1[CH:7]=[CH:6][C:5]([C:8]2[CH2:9][CH2:10][CH2:11][N:12]([C:14]([C:16]3[CH:21]=[CH:20][N:19]=[C:18]([N:22]([CH3:24])[CH3:23])[CH:17]=3)=[O:15])[CH:13]=2)=[CH:4][CH:3]=1.F[C:26](F)(S(OC1CCCN(C(C2C=CN=C(N(C)C)C=2)=O)C=1)(=O)=O)C(F)(F)C(F)(F)C(F)(F)F.ClC1C=CC(B(O)O)=C(C)C=1. Given the product [Cl:1][C:2]1[CH:7]=[CH:6][C:5]([C:8]2[CH2:9][CH2:10][CH2:11][N:12]([C:14]([C:16]3[CH:21]=[CH:20][N:19]=[C:18]([N:22]([CH3:24])[CH3:23])[CH:17]=3)=[O:15])[CH:13]=2)=[C:4]([CH3:26])[CH:3]=1, predict the reactants needed to synthesize it.